Dataset: Catalyst prediction with 721,799 reactions and 888 catalyst types from USPTO. Task: Predict which catalyst facilitates the given reaction. (1) Reactant: [C:1]([O:5][C:6]([N:8]1[CH2:13][C@@H:12]([N:14]([C:19]([C:21]2[N:25]([CH2:26][CH2:27][CH2:28][CH2:29][O:30][CH3:31])[C:24]3[C:32]([F:36])=[CH:33][CH:34]=[CH:35][C:23]=3[N:22]=2)=[O:20])[CH2:15][CH:16]([CH3:18])[CH3:17])[CH2:11][C@@H:10]([C:37](O)=[O:38])[CH2:9]1)=[O:7])([CH3:4])([CH3:3])[CH3:2].[NH:40]1[CH2:44][CH2:43][CH2:42][CH2:41]1.C1C=CC2N(O)N=NC=2C=1.CCN=C=NCCCN(C)C.Cl. Product: [F:36][C:32]1[C:24]2[N:25]([CH2:26][CH2:27][CH2:28][CH2:29][O:30][CH3:31])[C:21]([C:19]([N:14]([CH2:15][CH:16]([CH3:18])[CH3:17])[C@H:12]3[CH2:11][C@@H:10]([C:37]([N:40]4[CH2:44][CH2:43][CH2:42][CH2:41]4)=[O:38])[CH2:9][N:8]([C:6]([O:5][C:1]([CH3:3])([CH3:4])[CH3:2])=[O:7])[CH2:13]3)=[O:20])=[N:22][C:23]=2[CH:35]=[CH:34][CH:33]=1. The catalyst class is: 338. (2) Reactant: [ClH:1].CN(C)CCCN=C=NCC.ON1C2C=CC=CC=2N=N1.C(N(C(C)C)CC)(C)C.[CH3:32][N:33]1[CH2:38][CH2:37][N:36]([C:39]2[CH:63]=[CH:62][C:42]([CH2:43][NH:44][C:45]3[N:54]([CH2:55][CH2:56][CH2:57][C:58](O)=[O:59])[C:53](=[O:61])[C:52]4[C:47](=[CH:48][CH:49]=[CH:50][CH:51]=4)[N:46]=3)=[CH:41][CH:40]=2)[CH2:35][CH2:34]1. Product: [ClH:1].[CH3:32][N:33]1[CH2:34][CH2:35][N:36]([C:39]2[CH:40]=[CH:41][C:42]([CH2:43][N:44]3[C:45]4=[N:46][C:47]5[C:52]([C:53](=[O:61])[N:54]4[CH2:55][CH2:56][CH2:57][C:58]3=[O:59])=[CH:51][CH:50]=[CH:49][CH:48]=5)=[CH:62][CH:63]=2)[CH2:37][CH2:38]1. The catalyst class is: 46. (3) Reactant: [CH3:1][O:2][C:3]1[CH:4]=[CH:5][C:6]2[O:10][CH:9]=[CH:8][C:7]=2[CH:11]=1.C([Li])CCC.CCCCCC.[C:23]1([CH2:29][CH:30]=[O:31])[CH:28]=[CH:27][CH:26]=[CH:25][CH:24]=1. Product: [OH:31][CH:30]([C:9]1[O:10][C:6]2[CH:5]=[CH:4][C:3]([O:2][CH3:1])=[CH:11][C:7]=2[CH:8]=1)[CH2:29][C:23]1[CH:28]=[CH:27][CH:26]=[CH:25][CH:24]=1. The catalyst class is: 1. (4) Reactant: [Cl:1][C:2]1[CH:7]=[CH:6][C:5]([OH:8])=[CH:4][C:3]=1[CH:9]([CH3:28])[C:10]([C:16]1[CH:17]=[CH:18][C:19]2[O:24][CH2:23][C:22](=[O:25])[N:21]([CH3:26])[C:20]=2[CH:27]=1)([OH:15])C(F)(F)F.[F:29][C:30]1[CH:31]=[C:32]([CH:35]=[CH:36][C:37]=1F)[C:33]#[N:34].C(=O)([O-])[O-].[Cs+].[Cs+].O. Product: [Cl:1][C:2]1[CH:7]=[CH:6][C:5]([O:8][C:37]2[CH:36]=[CH:35][C:32]([C:33]#[N:34])=[CH:31][C:30]=2[F:29])=[CH:4][C:3]=1[CH:9]([CH3:28])[C:10]([C:16]1[CH:17]=[CH:18][C:19]2[O:24][CH2:23][C:22](=[O:25])[N:21]([CH3:26])[C:20]=2[CH:27]=1)=[O:15]. The catalyst class is: 80.